This data is from Reaction yield outcomes from USPTO patents with 853,638 reactions. The task is: Predict the reaction yield, written as a fraction of the theoretical maximum amount of product (1.0 means a 100% yield; for example, 0.34 means a 34% yield). (1) The reactants are [C:1]([NH:8][C@@H:9]([C:17]([OH:19])=O)[CH2:10][C:11]1[CH:16]=[CH:15][N:14]=[CH:13][CH:12]=1)([O:3][C:4]([CH3:7])([CH3:6])[CH3:5])=[O:2].[CH3:20][N:21]1[CH2:26][CH2:25][CH:24]([N:27]2[CH2:32][CH2:31][NH:30][CH2:29][CH2:28]2)[CH2:23][CH2:22]1.C1C=CC2N(O)N=NC=2C=1.C(N(CC)C(C)C)(C)C.Cl.CN(C)CCCN=C=NCC. The catalyst is CN(C)C=O.O. The product is [C:1]([NH:8][C@@H:9]([C:17]([N:30]1[CH2:29][CH2:28][N:27]([CH:24]2[CH2:25][CH2:26][N:21]([CH3:20])[CH2:22][CH2:23]2)[CH2:32][CH2:31]1)=[O:19])[CH2:10][C:11]1[CH:12]=[CH:13][N:14]=[CH:15][CH:16]=1)([O:3][C:4]([CH3:5])([CH3:6])[CH3:7])=[O:2]. The yield is 0.800. (2) The reactants are [C:1]1([S:7]([O:10][C:11]2[CH:16]=[CH:15][C:14]([CH3:17])=[CH:13][C:12]=2[C:18]2[C:19]([CH2:28][CH2:29][CH2:30]C3C=CC=CC=3)=[C:20](S([O-])(=O)=O)[CH:21]=[CH:22][CH:23]=2)(=[O:9])=[O:8])[CH:6]=[CH:5][CH:4]=[CH:3][CH:2]=1.[CH:37]([NH:40][CH:41]([CH3:43])[CH3:42])([CH3:39])[CH3:38].[I-].[Na+]. The catalyst is C(#N)C. The product is [CH:37]([N:40]([CH2:22][CH2:23][CH:18]([C:12]1[CH:13]=[C:14]([CH3:17])[CH:15]=[CH:16][C:11]=1[O:10][S:7]([C:1]1[CH:6]=[CH:5][CH:4]=[CH:3][CH:2]=1)(=[O:9])=[O:8])[C:19]1[CH:20]=[CH:21][CH:30]=[CH:29][CH:28]=1)[CH:41]([CH3:43])[CH3:42])([CH3:39])[CH3:38]. The yield is 0.750.